From a dataset of Forward reaction prediction with 1.9M reactions from USPTO patents (1976-2016). Predict the product of the given reaction. (1) Given the reactants [Cl:1][C:2]1[C:7]([CH:8]2[CH2:10][CH2:9]2)=[CH:6][N:5]=[C:4]([C:11](=[N:13][OH:14])[NH2:12])[CH:3]=1.[C:15](Cl)(=O)[C:16]([CH3:19])([CH3:18])[CH3:17].C(N(CC)CC)C, predict the reaction product. The product is: [C:16]([C:19]1[O:14][N:13]=[C:11]([C:4]2[CH:3]=[C:2]([Cl:1])[C:7]([CH:8]3[CH2:10][CH2:9]3)=[CH:6][N:5]=2)[N:12]=1)([CH3:18])([CH3:17])[CH3:15]. (2) Given the reactants O1CCCCC1[N:7]1[C:15]2[C:10](=[CH:11][C:12]([C:16]3[N:20]=[CH:19][N:18](C(C4C=CC=CC=4)(C4C=CC=CC=4)C4C=CC=CC=4)[N:17]=3)=[CH:13][CH:14]=2)[C:9]([C:40]2[CH:41]=[C:42]([CH:47]=[CH:48][CH:49]=2)[C:43](OC)=[O:44])=[N:8]1.O.[OH-].[Li+].[C:53]([NH2:57])([CH3:56])([CH3:55])[CH3:54].O.ON1C2C=CC=CC=2N=N1.Cl.CN(C)CCCN=C=NCC, predict the reaction product. The product is: [NH:17]1[C:16]([C:12]2[CH:11]=[C:10]3[C:15](=[CH:14][CH:13]=2)[NH:7][N:8]=[C:9]3[C:40]2[CH:41]=[C:42]([C:43]([NH:57][C:53]([CH3:56])([CH3:55])[CH3:54])=[O:44])[CH:47]=[CH:48][CH:49]=2)=[N:20][CH:19]=[N:18]1. (3) Given the reactants [Br:1][C:2]1[CH:7]=[C:6]([CH2:8]OS(C)(=O)=O)[CH:5]=[C:4]([CH3:14])[N:3]=1.[N-:15]=[N+:16]=[N-:17].[Na+], predict the reaction product. The product is: [N:15]([CH2:8][C:6]1[CH:5]=[C:4]([CH3:14])[N:3]=[C:2]([Br:1])[CH:7]=1)=[N+:16]=[N-:17]. (4) Given the reactants CN(C(ON1N=NC2C=CC=NC1=2)=[N+](C)C)C.F[P-](F)(F)(F)(F)F.[NH:25]([C:27]([CH:29]1[CH2:34][CH2:33][N:32]([C:35]([O:37][C:38]([CH3:41])([CH3:40])[CH3:39])=[O:36])[CH2:31][CH2:30]1)=[O:28])[NH2:26].[CH2:42]([O:49][N:50]1[C:56](=[O:57])[N:55]2[CH2:58][C@H:51]1[CH2:52][CH2:53][C@H:54]2[C:59](O)=[O:60])[C:43]1[CH:48]=[CH:47][CH:46]=[CH:45][CH:44]=1.CCN(C(C)C)C(C)C, predict the reaction product. The product is: [CH2:42]([O:49][N:50]1[C:56](=[O:57])[N:55]2[CH2:58][C@H:51]1[CH2:52][CH2:53][C@H:54]2[C:59]([NH:26][NH:25][C:27]([CH:29]1[CH2:34][CH2:33][N:32]([C:35]([O:37][C:38]([CH3:41])([CH3:40])[CH3:39])=[O:36])[CH2:31][CH2:30]1)=[O:28])=[O:60])[C:43]1[CH:44]=[CH:45][CH:46]=[CH:47][CH:48]=1. (5) The product is: [Fe+3:41].[CH2:2]([N:4]([C:21]1[CH:26]=[CH:25][CH:24]=[CH:23][CH:22]=1)[C:5]([C:7]1[C:8](=[O:20])[N:9]([CH3:19])[C:10]2[C:15]([C:16]=1[OH:17])=[C:14]([Cl:18])[CH:13]=[CH:12][CH:11]=2)=[O:6])[CH3:3]. Given the reactants [Na].[CH2:2]([N:4]([C:21]1[CH:26]=[CH:25][CH:24]=[CH:23][CH:22]=1)[C:5]([C:7]1[C:8](=[O:20])[N:9]([CH3:19])[C:10]2[C:15]([C:16]=1[OH:17])=[C:14]([Cl:18])[CH:13]=[CH:12][CH:11]=2)=[O:6])[CH3:3].C(Cl)(Cl)Cl.O.O.O.O.O.S([O-])([O-])(=O)=O.[Fe+3:41].S([O-])([O-])(=O)=O.S([O-])([O-])(=O)=O.[Fe+3].[OH-].[Na+], predict the reaction product. (6) The product is: [O:1]=[C:2]1[CH2:7][CH2:6][CH2:5][CH2:4][C@H:3]1[NH:8][C:9]([CH:11]1[O:16][CH2:15][CH2:14][N:13]([CH2:17][C:18]2[CH:19]=[CH:20][CH:21]=[CH:22][CH:23]=2)[CH2:12]1)=[O:10]. Given the reactants [OH:1][C@@H:2]1[CH2:7][CH2:6][CH2:5][CH2:4][C@H:3]1[NH:8][C:9]([CH:11]1[O:16][CH2:15][CH2:14][N:13]([CH2:17][C:18]2[CH:23]=[CH:22][CH:21]=[CH:20][CH:19]=2)[CH2:12]1)=[O:10].[Cr](Cl)([O-])(=O)=O.[NH+]1C=CC=CC=1, predict the reaction product. (7) The product is: [N:25]1([C:20]([C:15]2[CH:14]=[CH:13][C:12]3[C:17](=[CH:18][CH:19]=[C:10]([O:9][C:6]4[CH:5]=[CH:4][C:3]([C:2]([F:24])([F:23])[F:1])=[CH:8][N:7]=4)[CH:11]=3)[N:16]=2)=[O:22])[CH2:29][CH:28]=[CH:27][CH2:26]1. Given the reactants [F:1][C:2]([F:24])([F:23])[C:3]1[CH:4]=[CH:5][C:6]([O:9][C:10]2[CH:11]=[C:12]3[C:17](=[CH:18][CH:19]=2)[N:16]=[C:15]([C:20]([OH:22])=O)[CH:14]=[CH:13]3)=[N:7][CH:8]=1.[NH:25]1[CH2:29][CH:28]=[CH:27][CH2:26]1.C(N(C(C)C)CC)(C)C.F[B-](F)(F)F.N1(OC(N(C)C)=[N+](C)C)C2C=CC=CC=2N=N1, predict the reaction product.